This data is from Reaction yield outcomes from USPTO patents with 853,638 reactions. The task is: Predict the reaction yield, written as a fraction of the theoretical maximum amount of product (1.0 means a 100% yield; for example, 0.34 means a 34% yield). (1) The reactants are [CH3:1][CH2:2][O:3][C:4]([C:6]1[N:16]([C:17]([O:19][C:20]([CH3:23])([CH3:22])[CH3:21])=[O:18])[C:9]2=[N:10][C:11]([Cl:15])=[C:12]([OH:14])[CH:13]=[C:8]2[CH:7]=1)=[O:5].[H-].[Na+].[CH2:26](Br)[CH3:27].C(O)(=O)CC(CC(O)=O)(C(O)=O)O. The catalyst is CN(C)C=O. The product is [CH3:1][CH2:2][O:3][C:4]([C:6]1[N:16]([C:17]([O:19][C:20]([CH3:22])([CH3:21])[CH3:23])=[O:18])[C:9]2=[N:10][C:11]([Cl:15])=[C:12]([O:14][CH2:26][CH3:27])[CH:13]=[C:8]2[CH:7]=1)=[O:5]. The yield is 0.934. (2) The reactants are C([O:3][C:4](=O)[CH2:5][NH:6][C:7]1[C:12]([C:13]#[N:14])=[CH:11][CH:10]=[CH:9][N:8]=1)C.C[O-].[Na+]. The catalyst is [Ni].CO. The product is [NH:6]1[C:7]2[N:8]=[CH:9][CH:10]=[CH:11][C:12]=2[CH2:13][NH:14][C:4](=[O:3])[CH2:5]1. The yield is 0.300. (3) The reactants are [NH2:1][C:2]1[C:11]2[C:6](=[C:7](I)[C:8]([F:12])=[CH:9][CH:10]=2)[N:5]=[N:4][C:3]=1[C:14]([NH:16][CH:17]1[CH2:19][CH2:18]1)=[O:15].[F:20][C:21]1[C:26]([O:27][CH3:28])=[CH:25][CH:24]=[CH:23][C:22]=1B(O)O. No catalyst specified. The product is [NH2:1][C:2]1[C:11]2[C:6](=[C:7]([C:22]3[CH:23]=[CH:24][CH:25]=[C:26]([O:27][CH3:28])[C:21]=3[F:20])[C:8]([F:12])=[CH:9][CH:10]=2)[N:5]=[N:4][C:3]=1[C:14]([NH:16][CH:17]1[CH2:19][CH2:18]1)=[O:15]. The yield is 0.560. (4) The reactants are [F:1][C:2]1[C:3]([O:29]C)=[C:4]2[C:9](=[CH:10][CH:11]=1)[CH:8]([NH:12][C:13]1[CH:21]=[CH:20][CH:19]=[C:18]3[C:14]=1[CH:15]=[N:16][NH:17]3)[C:7]([C:23]([F:26])([F:25])[F:24])([OH:22])[CH2:6][C:5]2([CH3:28])[CH3:27].B(Br)(Br)Br.C(=O)(O)[O-].[Na+]. The catalyst is ClCCl. The product is [F:1][C:2]1[CH:11]=[CH:10][C:9]2[CH:8]([NH:12][C:13]3[CH:21]=[CH:20][CH:19]=[C:18]4[C:14]=3[CH:15]=[N:16][NH:17]4)[C:7]([C:23]([F:25])([F:26])[F:24])([OH:22])[CH2:6][C:5]([CH3:27])([CH3:28])[C:4]=2[C:3]=1[OH:29]. The yield is 0.886. (5) The product is [CH:1]1([C:4]2[C:5]([C:6]([O:8][CH3:9])=[O:7])=[C:19]([C:21]3[CH:26]=[CH:25][C:24]([F:27])=[CH:23][CH:22]=3)[C:18]3[C:17](=[CH:31][CH:30]=[CH:29][CH:28]=3)[N:16]=2)[CH2:3][CH2:2]1. The yield is 0.890. The reactants are [CH:1]1([C:4](=O)[CH2:5][C:6]([O:8][CH3:9])=[O:7])[CH2:3][CH2:2]1.CS(O)(=O)=O.[NH2:16][C:17]1[CH:31]=[CH:30][CH:29]=[CH:28][C:18]=1[C:19]([C:21]1[CH:26]=[CH:25][C:24]([F:27])=[CH:23][CH:22]=1)=O. The catalyst is CC(O)C.